The task is: Predict the product of the given reaction.. This data is from Forward reaction prediction with 1.9M reactions from USPTO patents (1976-2016). (1) Given the reactants Cl[C:2]1[CH:7]=[C:6]([C:8]#[N:9])[CH:5]=[CH:4][N:3]=1.C([O-])([O-])=O.[Cs+].[Cs+].[F:16][C:17]([F:28])([F:27])[C:18]1[CH:23]=[CH:22][C:21](B(O)O)=[CH:20][CH:19]=1, predict the reaction product. The product is: [F:16][C:17]([F:28])([F:27])[C:18]1[CH:23]=[CH:22][C:21]([C:2]2[CH:7]=[C:6]([CH:5]=[CH:4][N:3]=2)[C:8]#[N:9])=[CH:20][CH:19]=1. (2) Given the reactants Br[CH2:2][CH2:3][CH2:4][CH2:5][O:6][C:7]1[CH:12]=[CH:11][CH:10]=[CH:9][C:8]=1/[CH:13]=[CH:14]/[CH:15]([CH2:28][C:29]1[CH:34]=[CH:33][C:32]([C:35]#[N:36])=[CH:31][CH:30]=1)[CH2:16][CH2:17][C:18]1[CH:27]=[CH:26][C:21]([C:22]([O:24][CH3:25])=[O:23])=[CH:20][CH:19]=1.[F:37][C:38]([F:47])([F:46])[C:39]1[CH:44]=[CH:43][C:42]([OH:45])=[CH:41][CH:40]=1.C(=O)([O-])[O-].[K+].[K+], predict the reaction product. The product is: [C:35]([C:32]1[CH:33]=[CH:34][C:29]([CH2:28][CH:15](/[CH:14]=[CH:13]/[C:8]2[CH:9]=[CH:10][CH:11]=[CH:12][C:7]=2[O:6][CH2:5][CH2:4][CH2:3][CH2:2][O:45][C:42]2[CH:43]=[CH:44][C:39]([C:38]([F:37])([F:46])[F:47])=[CH:40][CH:41]=2)[CH2:16][CH2:17][C:18]2[CH:27]=[CH:26][C:21]([C:22]([O:24][CH3:25])=[O:23])=[CH:20][CH:19]=2)=[CH:30][CH:31]=1)#[N:36]. (3) Given the reactants F[C:2](F)(F)[C:3](O)=[O:4].[F:8][C:9]1[CH:32]=[C:31]([F:33])[CH:30]=[CH:29][C:10]=1[CH2:11][N:12]1[C:20]2[CH2:19][CH:18]([CH3:21])[NH:17][CH2:16][C:15]=2[C:14]([C:22]2[CH:27]=[CH:26][C:25]([F:28])=[CH:24][CH:23]=2)=[N:13]1.C(OC(=O)C)(=O)C.N1C=CC=CC=1, predict the reaction product. The product is: [F:8][C:9]1[CH:32]=[C:31]([F:33])[CH:30]=[CH:29][C:10]=1[CH2:11][N:12]1[C:20]2[CH2:19][CH:18]([CH3:21])[N:17]([C:3](=[O:4])[CH3:2])[CH2:16][C:15]=2[C:14]([C:22]2[CH:23]=[CH:24][C:25]([F:28])=[CH:26][CH:27]=2)=[N:13]1. (4) Given the reactants [Si]([O:8][CH:9]1[CH:22]([O:23][Si](C(C)(C)C)(C)C)[C:21]2C=C(I)C=C[C:16]=2[C:15]2[C:10]1=[CH:11][CH:12]=[CH:13][CH:14]=2)(C(C)(C)C)(C)C.O1[CH2:36][CH2:35][CH2:34][CH2:33]1.[F-].C([N+](CCCC)(CCCC)CCCC)CCC, predict the reaction product. The product is: [C:9]1(=[O:8])[C:10]2[CH:11]=[CH:12][C:13]3[C:14](=[CH:33][CH:34]=[CH:35][CH:36]=3)[C:15]=2[CH:16]=[CH:21][C:22]1=[O:23].